Dataset: Reaction yield outcomes from USPTO patents with 853,638 reactions. Task: Predict the reaction yield, written as a fraction of the theoretical maximum amount of product (1.0 means a 100% yield; for example, 0.34 means a 34% yield). (1) The reactants are C([N:8]1[CH2:13][CH2:12][CH:11]([NH:14][C:15]2[N:24]=[CH:23][C:22]3[CH2:21][CH2:20][C:19]4[C:25]([C:29]([NH2:31])=[O:30])=[N:26][N:27]([CH3:28])[C:18]=4[C:17]=3[N:16]=2)[CH2:10][CH2:9]1)C1C=CC=CC=1.C(O)=O. The catalyst is C(O)C.[Pd]. The product is [CH3:28][N:27]1[C:18]2[C:17]3[N:16]=[C:15]([NH:14][CH:11]4[CH2:10][CH2:9][NH:8][CH2:13][CH2:12]4)[N:24]=[CH:23][C:22]=3[CH2:21][CH2:20][C:19]=2[C:25]([C:29]([NH2:31])=[O:30])=[N:26]1. The yield is 0.450. (2) The reactants are [CH3:1][N:2]1[CH2:7][CH2:6][N:5]([C:8]2[CH:9]=[CH:10][C:11]([N+:15]([O-])=O)=[C:12]([CH:14]=2)[NH2:13])[CH2:4][CH2:3]1.Cl.C(O[C:22](=N)[CH2:23][C:24]([O:26][CH2:27][CH3:28])=[O:25])C.[OH-].[Na+]. The catalyst is O. The product is [CH2:27]([O:26][C:24](=[O:25])[CH2:23][C:22]1[NH:13][C:12]2[CH:14]=[C:8]([N:5]3[CH2:6][CH2:7][N:2]([CH3:1])[CH2:3][CH2:4]3)[CH:9]=[CH:10][C:11]=2[N:15]=1)[CH3:28]. The yield is 0.901.